This data is from Peptide-MHC class I binding affinity with 185,985 pairs from IEDB/IMGT. The task is: Regression. Given a peptide amino acid sequence and an MHC pseudo amino acid sequence, predict their binding affinity value. This is MHC class I binding data. (1) The peptide sequence is LLLLGLLLL. The MHC is HLA-A02:06 with pseudo-sequence HLA-A02:06. The binding affinity (normalized) is 0.369. (2) The MHC is Mamu-A07 with pseudo-sequence Mamu-A07. The peptide sequence is NHINVELSA. The binding affinity (normalized) is 0.569.